This data is from NCI-60 drug combinations with 297,098 pairs across 59 cell lines. The task is: Regression. Given two drug SMILES strings and cell line genomic features, predict the synergy score measuring deviation from expected non-interaction effect. (1) Drug 1: C1=CC(=CC=C1CCC2=CNC3=C2C(=O)NC(=N3)N)C(=O)NC(CCC(=O)O)C(=O)O. Drug 2: C1=CN(C=N1)CC(O)(P(=O)(O)O)P(=O)(O)O. Cell line: A549. Synergy scores: CSS=34.0, Synergy_ZIP=-8.80, Synergy_Bliss=-5.05, Synergy_Loewe=-30.5, Synergy_HSA=-3.70. (2) Drug 1: CCCS(=O)(=O)NC1=C(C(=C(C=C1)F)C(=O)C2=CNC3=C2C=C(C=N3)C4=CC=C(C=C4)Cl)F. Drug 2: N.N.Cl[Pt+2]Cl. Cell line: NCI-H322M. Synergy scores: CSS=-3.33, Synergy_ZIP=3.66, Synergy_Bliss=0.0123, Synergy_Loewe=-6.89, Synergy_HSA=-6.17.